Predict the reaction yield, written as a fraction of the theoretical maximum amount of product (1.0 means a 100% yield; for example, 0.34 means a 34% yield). From a dataset of Reaction yield outcomes from USPTO patents with 853,638 reactions. (1) The reactants are [OH:1][C:2]1[CH:10]=[CH:9][C:5]([C:6]([OH:8])=[O:7])=[CH:4][C:3]=1[O:11][CH3:12].S(=O)(=O)(O)O.[C:18]([O-])(O)=O.[Na+]. The catalyst is CO. The product is [OH:1][C:2]1[CH:10]=[CH:9][C:5]([C:6]([O:8][CH3:18])=[O:7])=[CH:4][C:3]=1[O:11][CH3:12]. The yield is 0.980. (2) The reactants are [CH2:1]=[CH:2][CH3:3].[N:4]1[CH:9]=[CH:8][CH:7]=[CH:6][CH:5]=1. The catalyst is CO.CC(O)=O.[Pt](=O)=O. The product is [CH:2]([N:4]1[CH2:9][CH2:8][CH2:7][CH2:6][CH2:5]1)([CH3:3])[CH3:1]. The yield is 0.650. (3) The reactants are [NH:1]1[CH2:5][CH2:4][C@@H:3]([NH:6][C:7](=[O:13])[O:8][C:9]([CH3:12])([CH3:11])[CH3:10])[CH2:2]1.[CH2:14]=O.CO.[BH4-].[Na+]. The catalyst is O. The product is [CH3:14][N:1]1[CH2:5][CH2:4][C@@H:3]([NH:6][C:7](=[O:13])[O:8][C:9]([CH3:10])([CH3:12])[CH3:11])[CH2:2]1. The yield is 0.594. (4) The reactants are C(N(CC)CC)C.Cl[CH2:9][C:10]1[C:19]2[C:14](=[CH:15][CH:16]=[CH:17][CH:18]=2)[N:13]=[CH:12][CH:11]=1.[SH:20][C:21]1[N:29]=[CH:28][CH:27]=[CH:26][C:22]=1[C:23]([OH:25])=[O:24].O. The catalyst is CN(C)C=O.C(OCC)(=O)C. The product is [N:13]1[C:14]2[C:19](=[CH:18][CH:17]=[CH:16][CH:15]=2)[C:10]([CH2:9][S:20][C:21]2[C:22]([C:23]([OH:25])=[O:24])=[CH:26][CH:27]=[CH:28][N:29]=2)=[CH:11][CH:12]=1. The yield is 0.590. (5) The reactants are C[Si]([N-][Si](C)(C)C)(C)C.[Li+].[Br:11][C:12]1[CH:17]=[CH:16][C:15]([CH2:18][C:19]([O:21][CH2:22][C:23]2[CH:28]=[CH:27][CH:26]=[CH:25][CH:24]=2)=[O:20])=[CH:14][CH:13]=1.[C:29]([O:33][C:34](=[O:37])[CH2:35]Br)([CH3:32])([CH3:31])[CH3:30].[Cl-].[NH4+]. The catalyst is C1COCC1. The product is [Br:11][C:12]1[CH:13]=[CH:14][C:15]([CH:18]([CH2:35][C:34]([O:33][C:29]([CH3:32])([CH3:31])[CH3:30])=[O:37])[C:19]([O:21][CH2:22][C:23]2[CH:24]=[CH:25][CH:26]=[CH:27][CH:28]=2)=[O:20])=[CH:16][CH:17]=1. The yield is 0.820. (6) The reactants are [C:1]([O:5][C:6]([NH:8][CH2:9][C:10]1[CH:18]=[CH:17][C:13]([C:14]([OH:16])=O)=[CH:12][C:11]=1[F:19])=[O:7])([CH3:4])([CH3:3])[CH3:2].[CH3:20][N:21]1[C:30]2[NH:29][C:28]3[CH:31]=[C:32]([CH3:35])[CH:33]=[CH:34][C:27]=3[NH:26][CH2:25][C:24]=2[CH:23]=[N:22]1.CCN(C(C)C)C(C)C. The product is [C:1]([O:5][C:6](=[O:7])[NH:8][CH2:9][C:10]1[CH:18]=[CH:17][C:13]([C:14]([N:26]2[CH2:25][C:24]3[CH:23]=[N:22][N:21]([CH3:20])[C:30]=3[NH:29][C:28]3[CH:31]=[C:32]([CH3:35])[CH:33]=[CH:34][C:27]2=3)=[O:16])=[CH:12][C:11]=1[F:19])([CH3:2])([CH3:3])[CH3:4]. The catalyst is ClCCl.CN(C1C=CN=CC=1)C. The yield is 0.590. (7) The reactants are [NH2:1][C@@H:2]([C:22]1[CH:27]=[CH:26][CH:25]=[CH:24][CH:23]=1)[C:3]([NH:5][CH2:6][CH2:7][CH2:8][CH2:9][NH:10][S:11]([C:14]1[CH:19]=[CH:18][C:17]([F:20])=[CH:16][C:15]=1[Cl:21])(=[O:13])=[O:12])=[O:4].[S:28]1[C:32]2[CH:33]=[CH:34][CH:35]=[CH:36][C:31]=2[CH:30]=[C:29]1[C:37](ON1C(=O)CCC1=O)=[O:38].C(N(CC)CC)C. The catalyst is ClCCl. The product is [Cl:21][C:15]1[CH:16]=[C:17]([F:20])[CH:18]=[CH:19][C:14]=1[S:11]([NH:10][CH2:9][CH2:8][CH2:7][CH2:6][NH:5][C:3](=[O:4])[C@@H:2]([NH:1][C:37]([C:29]1[S:28][C:32]2[CH:33]=[CH:34][CH:35]=[CH:36][C:31]=2[CH:30]=1)=[O:38])[C:22]1[CH:27]=[CH:26][CH:25]=[CH:24][CH:23]=1)(=[O:12])=[O:13]. The yield is 0.780.